Dataset: NCI-60 drug combinations with 297,098 pairs across 59 cell lines. Task: Regression. Given two drug SMILES strings and cell line genomic features, predict the synergy score measuring deviation from expected non-interaction effect. (1) Drug 1: CC12CCC3C(C1CCC2O)C(CC4=C3C=CC(=C4)O)CCCCCCCCCS(=O)CCCC(C(F)(F)F)(F)F. Cell line: M14. Drug 2: CNC(=O)C1=NC=CC(=C1)OC2=CC=C(C=C2)NC(=O)NC3=CC(=C(C=C3)Cl)C(F)(F)F. Synergy scores: CSS=-6.12, Synergy_ZIP=4.31, Synergy_Bliss=3.51, Synergy_Loewe=-3.47, Synergy_HSA=-4.31. (2) Drug 1: C1=NC2=C(N1)C(=S)N=C(N2)N. Drug 2: CC12CCC3C(C1CCC2O)C(CC4=C3C=CC(=C4)O)CCCCCCCCCS(=O)CCCC(C(F)(F)F)(F)F. Cell line: BT-549. Synergy scores: CSS=16.6, Synergy_ZIP=-6.73, Synergy_Bliss=-2.30, Synergy_Loewe=-6.36, Synergy_HSA=-3.26.